This data is from Catalyst prediction with 721,799 reactions and 888 catalyst types from USPTO. The task is: Predict which catalyst facilitates the given reaction. (1) Reactant: Cl[C:2]1[C:7]([CH:8]([CH3:10])[CH3:9])=[C:6]([O:11][CH3:12])[N:5]=[C:4]([O:13][CH3:14])[N:3]=1.C([OH:22])C1C=CC=CC=1.[H-].[Na+]. Product: [CH:8]([C:7]1[C:2]([OH:22])=[N:3][C:4]([O:13][CH3:14])=[N:5][C:6]=1[O:11][CH3:12])([CH3:10])[CH3:9]. The catalyst class is: 3. (2) Reactant: [CH3:1][C:2]1[C:7]([O:8][C:9]2[C:10]([NH:22][C:23]3[S:27][N:26]=[C:25]([C@H:28]4[C:32]([CH3:34])([CH3:33])[O:31]C(C)(C)[O:29]4)[N:24]=3)=[N:11][CH:12]=[C:13]([S:15][C:16]3[CH:21]=[CH:20][CH:19]=[CH:18][N:17]=3)[CH:14]=2)=[CH:6][CH:5]=[CH:4][N:3]=1.[ClH:37]. Product: [ClH:37].[CH3:34][C:32]([OH:31])([CH3:33])[C@H:28]([C:25]1[N:24]=[C:23]([NH:22][C:10]2[C:9]([O:8][C:7]3[C:2]([CH3:1])=[N:3][CH:4]=[CH:5][CH:6]=3)=[CH:14][C:13]([S:15][C:16]3[CH:21]=[CH:20][CH:19]=[CH:18][N:17]=3)=[CH:12][N:11]=2)[S:27][N:26]=1)[OH:29]. The catalyst class is: 14. (3) Reactant: [CH3:1][C:2]1[CH:3]=[N:4][N:5]([CH2:9][C:10]([O:12][CH2:13][CH3:14])=[O:11])[C:6](=[O:8])[CH:7]=1.[CH3:15][Si](C)(C)N[Si](C)(C)C.[Li].CI. Product: [CH3:1][C:2]1[CH:3]=[N:4][N:5]([CH:9]([CH3:15])[C:10]([O:12][CH2:13][CH3:14])=[O:11])[C:6](=[O:8])[CH:7]=1. The catalyst class is: 7. (4) Reactant: [C:1]1([CH2:7][NH2:8])[CH:6]=[CH:5][CH:4]=[CH:3][CH:2]=1.[CH:9]1([C:12]([CH:14]2[CH2:16][CH2:15]2)=O)[CH2:11][CH2:10]1. Product: [CH2:7]([NH:8][CH:12]([CH:14]1[CH2:16][CH2:15]1)[CH:9]1[CH2:11][CH2:10]1)[C:1]1[CH:6]=[CH:5][CH:4]=[CH:3][CH:2]=1. The catalyst class is: 26. (5) Reactant: [H-].[Na+].[Cl:3][C:4]1[CH:13]=[CH:12][CH:11]=[C:10]2[C:5]=1[C:6](=[O:38])[N:7]([C:32]1[CH:37]=[CH:36][CH:35]=[CH:34][CH:33]=1)[C:8]([C@@H:14]1[CH2:18][C@@H:17]([NH:19][C:20](=[O:24])[CH:21]([F:23])[F:22])[CH2:16][N:15]1[C:25]([O:27][C:28]([CH3:31])([CH3:30])[CH3:29])=[O:26])=[N:9]2.I[CH3:40]. Product: [Cl:3][C:4]1[CH:13]=[CH:12][CH:11]=[C:10]2[C:5]=1[C:6](=[O:38])[N:7]([C:32]1[CH:33]=[CH:34][CH:35]=[CH:36][CH:37]=1)[C:8]([C@@H:14]1[CH2:18][C@@H:17]([N:19]([CH3:40])[C:20](=[O:24])[CH:21]([F:22])[F:23])[CH2:16][N:15]1[C:25]([O:27][C:28]([CH3:31])([CH3:30])[CH3:29])=[O:26])=[N:9]2. The catalyst class is: 1. (6) Reactant: F[C:2]1[N:7]2[CH:8]=[C:9]([CH2:11][N:12]3[C@H:25]4[C@H:16]([CH2:17][CH2:18][C:19]5[C:24]4=[N:23][CH:22]=[CH:21][CH:20]=5)[CH2:15][CH2:14][CH2:13]3)[N:10]=[C:6]2[CH:5]=[CH:4][CH:3]=1.[N:26]1([CH2:33][CH2:34][OH:35])[CH2:32][CH2:31][CH2:30][NH:29][CH2:28][CH2:27]1. Product: [N:12]1([CH2:11][C:9]2[N:10]=[C:6]3[CH:5]=[CH:4][CH:3]=[C:2]([N:29]4[CH2:30][CH2:31][CH2:32][N:26]([CH2:33][CH2:34][OH:35])[CH2:27][CH2:28]4)[N:7]3[CH:8]=2)[C@H:25]2[C@H:16]([CH2:17][CH2:18][C:19]3[C:24]2=[N:23][CH:22]=[CH:21][CH:20]=3)[CH2:15][CH2:14][CH2:13]1. The catalyst class is: 8. (7) Reactant: [Cl:1][C:2]1[CH:3]=[C:4]([C:8]2[O:12][C:11]([CH3:13])=[C:10]([CH:14]([NH:19][C:20]3[CH:28]=[CH:27][C:23]([C:24]([OH:26])=O)=[CH:22][CH:21]=3)[CH2:15][CH:16]([CH3:18])[CH3:17])[CH:9]=2)[CH:5]=[N:6][CH:7]=1.[CH3:29][NH:30][CH2:31][CH2:32][C:33]([O:35]CC)=[O:34].Cl.C(N=C=NCCCN(C)C)C.O.OC1C2N=NNC=2C=CC=1. Product: [Cl:1][C:2]1[CH:3]=[C:4]([C:8]2[O:12][C:11]([CH3:13])=[C:10]([CH:14]([NH:19][C:20]3[CH:28]=[CH:27][C:23]([C:24]([N:30]([CH3:29])[CH2:31][CH2:32][C:33]([OH:35])=[O:34])=[O:26])=[CH:22][CH:21]=3)[CH2:15][CH:16]([CH3:17])[CH3:18])[CH:9]=2)[CH:5]=[N:6][CH:7]=1. The catalyst class is: 842.